This data is from Catalyst prediction with 721,799 reactions and 888 catalyst types from USPTO. The task is: Predict which catalyst facilitates the given reaction. Product: [CH3:61][O:62][C:63]1[C:68]([C:69]2[CH:74]=[CH:73][N:72]=[C:71]([CH3:75])[CH:70]=2)=[CH:67][CH:66]=[C:65]([NH:76][C:44]2[CH:45]=[CH:46][C:47]3[CH2:48][N:49]([CH3:60])[CH2:50][CH:51]([CH2:55][C:56]([F:59])([F:58])[F:57])[O:52][C:53]=3[N:54]=2)[N:64]=1. Reactant: CC1(C)C2C(=C(P(C3C=CC=CC=3)C3C=CC=CC=3)C=CC=2)OC2C(P(C3C=CC=CC=3)C3C=CC=CC=3)=CC=CC1=2.Cl[C:44]1[CH:45]=[CH:46][C:47]2[CH2:48][N:49]([CH3:60])[CH2:50][CH:51]([CH2:55][C:56]([F:59])([F:58])[F:57])[O:52][C:53]=2[N:54]=1.[CH3:61][O:62][C:63]1[C:68]([C:69]2[CH:74]=[CH:73][N:72]=[C:71]([CH3:75])[CH:70]=2)=[CH:67][CH:66]=[C:65]([NH2:76])[N:64]=1.C(=O)([O-])[O-].[Cs+].[Cs+]. The catalyst class is: 231.